Dataset: Full USPTO retrosynthesis dataset with 1.9M reactions from patents (1976-2016). Task: Predict the reactants needed to synthesize the given product. (1) Given the product [C:8]([C:12]1[CH:17]=[C:16]([N:1]2[CH:6]=[CH:5][CH:4]=[CH:3][C:2]2=[O:7])[CH:15]=[C:14]([I:19])[C:13]=1[O:20][CH3:21])([CH3:11])([CH3:9])[CH3:10], predict the reactants needed to synthesize it. The reactants are: [N:1]1[CH:6]=[CH:5][CH:4]=[CH:3][C:2]=1[OH:7].[C:8]([C:12]1[CH:17]=[C:16](I)[CH:15]=[C:14]([I:19])[C:13]=1[O:20][CH3:21])([CH3:11])([CH3:10])[CH3:9].P([O-])([O-])([O-])=O.[K+].[K+].[K+].CNCCNC. (2) Given the product [CH2:1]([O:3][C:4]1[CH:5]=[C:6]([CH2:7][N:8]2[CH2:9][C:10]3([CH2:15][C:14]([N:16]4[CH2:21][CH2:20][C:19]([CH3:27])([C:22]([OH:24])=[O:23])[CH2:18][CH2:17]4)=[N:13][O:12]3)[CH2:11]2)[CH:28]=[C:29]([O:32][CH2:33][CH3:34])[C:30]=1[C:39]1[CH:38]=[CH:37][C:36]([F:35])=[C:41]([F:42])[C:40]=1[F:43])[CH3:2], predict the reactants needed to synthesize it. The reactants are: [CH2:1]([O:3][C:4]1[CH:5]=[C:6]([CH:28]=[C:29]([O:32][CH2:33][CH3:34])[C:30]=1I)[CH2:7][N:8]1[CH2:11][C:10]2([CH2:15][C:14]([N:16]3[CH2:21][CH2:20][C:19]([CH3:27])([C:22]([O:24]CC)=[O:23])[CH2:18][CH2:17]3)=[N:13][O:12]2)[CH2:9]1)[CH3:2].[F:35][C:36]1[C:41]([F:42])=[C:40]([F:43])[CH:39]=[CH:38][C:37]=1B(O)O. (3) Given the product [C:1]([N:4]1[C:13]2[C:8](=[CH:9][C:10]([C:14]([O:16][CH2:17][CH3:18])=[O:15])=[CH:11][CH:12]=2)[C@H:7]([NH:19][C:25]2[CH:30]=[CH:29][CH:28]=[CH:27][N:26]=2)[C@@H:6]([CH3:20])[C@@H:5]1[CH:21]1[CH2:22][CH2:23]1)(=[O:3])[CH3:2], predict the reactants needed to synthesize it. The reactants are: [C:1]([N:4]1[C:13]2[C:8](=[CH:9][C:10]([C:14]([O:16][CH2:17][CH3:18])=[O:15])=[CH:11][CH:12]=2)[C@H:7]([NH2:19])[C@@H:6]([CH3:20])[C@@H:5]1[CH:21]1[CH2:23][CH2:22]1)(=[O:3])[CH3:2].Br[C:25]1[CH:30]=[CH:29][CH:28]=[CH:27][N:26]=1.CC(C)([O-])C.[Na+]. (4) Given the product [CH3:7][C:8]([CH2:16][CH2:17][CH2:18][CH:19]([CH3:31])[CH2:20][CH2:21][CH2:22][CH:23]([CH3:30])[CH2:24][CH2:25][CH2:26][CH:27]([CH3:29])[CH3:28])=[CH:9][CH2:10][CH2:11][CH2:12][OH:13], predict the reactants needed to synthesize it. The reactants are: [H-].[Al+3].[Li+].[H-].[H-].[H-].[CH3:7][C:8]([CH2:16][CH2:17][CH2:18][CH:19]([CH3:31])[CH2:20][CH2:21][CH2:22][CH:23]([CH3:30])[CH2:24][CH2:25][CH2:26][CH:27]([CH3:29])[CH3:28])=[CH:9][CH2:10][CH2:11][C:12](OC)=[O:13].O.S([O-])([O-])(=O)=O.[Na+].[Na+]. (5) Given the product [C:28]([O:27][C:25](=[O:26])[CH2:24][N:2]1[CH2:6][CH2:5][CH2:4][C@H:3]1[C:7]([O:9][CH2:10][C:11]1[CH:16]=[CH:15][CH:14]=[CH:13][CH:12]=1)=[O:8])([CH3:31])([CH3:30])[CH3:29], predict the reactants needed to synthesize it. The reactants are: Cl.[NH:2]1[CH2:6][CH2:5][CH2:4][C@H:3]1[C:7]([O:9][CH2:10][C:11]1[CH:16]=[CH:15][CH:14]=[CH:13][CH:12]=1)=[O:8].C([O-])([O-])=O.[K+].[K+].Br[CH2:24][C:25]([O:27][C:28]([CH3:31])([CH3:30])[CH3:29])=[O:26]. (6) Given the product [ClH:4].[ClH:1].[ClH:4].[F:34][C:35]1[CH:44]=[CH:43][C:42]([F:45])=[C:41]2[C:36]=1[CH:37]=[C:38]([C:16]1[C:17]([NH2:33])=[N:18][CH:19]=[C:20]([C:22]3[CH:23]=[N:24][N:25]([CH:27]4[CH2:28][CH2:29][NH:30][CH2:31][CH2:32]4)[CH:26]=3)[CH:21]=1)[N:39]=[CH:40]2, predict the reactants needed to synthesize it. The reactants are: [ClH:1].Cl.Cl.[Cl:4]C1C=CC(Cl)=C2C=1C=C([C:16]1[C:17]([NH2:33])=[N:18][CH:19]=[C:20]([C:22]3[CH:23]=[N:24][N:25]([CH:27]4[CH2:32][CH2:31][NH:30][CH2:29][CH2:28]4)[CH:26]=3)[CH:21]=1)N=C2.[F:34][C:35]1[CH:44]=[CH:43][C:42]([F:45])=[C:41]2[C:36]=1[CH:37]=[C:38](OS(C(F)(F)F)(=O)=O)[N:39]=[CH:40]2.